From a dataset of Peptide-MHC class II binding affinity with 134,281 pairs from IEDB. Regression. Given a peptide amino acid sequence and an MHC pseudo amino acid sequence, predict their binding affinity value. This is MHC class II binding data. (1) The peptide sequence is YQIAFSRGNRAFIAI. The MHC is HLA-DQA10301-DQB10301 with pseudo-sequence HLA-DQA10301-DQB10301. The binding affinity (normalized) is 0.719. (2) The peptide sequence is TVPRTKYTATISGLK. The MHC is DRB4_0101 with pseudo-sequence DRB4_0103. The binding affinity (normalized) is 0.0752. (3) The peptide sequence is KLNKFVSPKSVVGNF. The MHC is DRB1_1501 with pseudo-sequence DRB1_1501. The binding affinity (normalized) is 0.674. (4) The peptide sequence is DEHIILYLVNFDKDR. The MHC is DRB1_0101 with pseudo-sequence DRB1_0101. The binding affinity (normalized) is 0.377. (5) The peptide sequence is AWVDSGAQLGELYYA. The MHC is DRB1_1101 with pseudo-sequence DRB1_1101. The binding affinity (normalized) is 0.105. (6) The peptide sequence is APEDKYEAFVLHFSE. The MHC is DRB1_1501 with pseudo-sequence DRB1_1501. The binding affinity (normalized) is 0.388. (7) The MHC is HLA-DPA10201-DPB10501 with pseudo-sequence HLA-DPA10201-DPB10501. The binding affinity (normalized) is 0.274. The peptide sequence is RVIRGKKGAGGITIK. (8) The peptide sequence is GELQIVDKIYAAFKI. The MHC is DRB5_0101 with pseudo-sequence DRB5_0101. The binding affinity (normalized) is 0.814.